From a dataset of Forward reaction prediction with 1.9M reactions from USPTO patents (1976-2016). Predict the product of the given reaction. (1) Given the reactants FC(F)(F)S(O[C:7]1[CH:12]=[CH:11][C:10]([C:13]([C:24]2[CH:29]=[CH:28][C:27]([F:30])=[CH:26][CH:25]=2)=[C:14]2[CH2:19][C:18]([CH3:21])([CH3:20])[CH2:17][C:16]([CH3:23])([CH3:22])[CH2:15]2)=[CH:9][CH:8]=1)(=O)=O.C([O-])([O-])=O.[Na+].[Na+].[CH3:39][N:40]1[CH:44]=[C:43](B2OC(C)(C)C(C)(C)O2)[CH:42]=[N:41]1, predict the reaction product. The product is: [F:30][C:27]1[CH:26]=[CH:25][C:24]([C:13](=[C:14]2[CH2:19][C:18]([CH3:20])([CH3:21])[CH2:17][C:16]([CH3:22])([CH3:23])[CH2:15]2)[C:10]2[CH:11]=[CH:12][C:7]([C:43]3[CH:42]=[N:41][N:40]([CH3:39])[CH:44]=3)=[CH:8][CH:9]=2)=[CH:29][CH:28]=1. (2) Given the reactants Cl[C:2]1[CH:7]=[CH:6][C:5]([N+:8]([O-:10])=[O:9])=[CH:4][N:3]=1.[H-].[Na+].[N:13]1([CH2:18][CH2:19][OH:20])[CH:17]=[CH:16][N:15]=[N:14]1.O, predict the reaction product. The product is: [N:13]1([CH2:18][CH2:19][O:20][C:2]2[CH:7]=[CH:6][C:5]([N+:8]([O-:10])=[O:9])=[CH:4][N:3]=2)[CH:17]=[CH:16][N:15]=[N:14]1. (3) Given the reactants Br[CH2:2][CH2:3][CH:4]1[O:9][CH2:8][CH2:7][CH2:6][O:5]1.[CH:10]12[CH2:16][CH:13]([CH:14]=[CH:15]1)[CH2:12][CH:11]2[CH:17]=[O:18].[Cl-].[NH4+], predict the reaction product. The product is: [O:5]1[CH2:6][CH2:7][CH2:8][O:9][CH:4]1[CH2:3][CH2:2][CH:17]([CH:11]1[CH2:12][CH:13]2[CH2:16][CH:10]1[CH:15]=[CH:14]2)[OH:18]. (4) Given the reactants Br[CH2:2][C:3]1[CH:4]=[C:5]([CH:37]=[CH:38][CH:39]=1)[C:6]([NH:8][C:9]1[CH:14]=[CH:13][C:12]([N:15]2[CH2:20][CH2:19][CH2:18][CH2:17][CH2:16]2)=[CH:11][C:10]=1[C:21]([NH:23]/[N:24]=[CH:25]/[C:26]1[CH:31]=[CH:30][C:29]([Cl:32])=[C:28]([C:33]([F:36])([F:35])[F:34])[CH:27]=1)=[O:22])=[O:7].[NH:40]1[CH2:50][CH2:49][CH:43]([C:44]([O:46][CH2:47][CH3:48])=[O:45])[CH2:42][CH2:41]1.C(=O)([O-])[O-].[K+].[K+], predict the reaction product. The product is: [Cl:32][C:29]1[CH:30]=[CH:31][C:26](/[CH:25]=[N:24]/[NH:23][C:21]([C:10]2[CH:11]=[C:12]([N:15]3[CH2:20][CH2:19][CH2:18][CH2:17][CH2:16]3)[CH:13]=[CH:14][C:9]=2[NH:8][C:6]([C:5]2[CH:4]=[C:3]([CH:39]=[CH:38][CH:37]=2)[CH2:2][N:40]2[CH2:50][CH2:49][CH:43]([C:44]([O:46][CH2:47][CH3:48])=[O:45])[CH2:42][CH2:41]2)=[O:7])=[O:22])=[CH:27][C:28]=1[C:33]([F:36])([F:34])[F:35]. (5) Given the reactants [CH3:1][C:2]1[NH:6][C:5]2[C:7]([C:17]([O:19][CH3:20])=[O:18])=[CH:8][C:9]([N:11]3[CH2:16][CH2:15][O:14][CH2:13][CH2:12]3)=[CH:10][C:4]=2[N:3]=1.Br[CH2:22][C:23]1[C:32]2[C:27](=[CH:28][CH:29]=[CH:30][CH:31]=2)[CH:26]=[CH:25][CH:24]=1.C([O-])([O-])=O.[K+].[K+], predict the reaction product. The product is: [CH3:1][C:2]1[N:3]([CH2:22][C:23]2[C:32]3[C:27](=[CH:28][CH:29]=[CH:30][CH:31]=3)[CH:26]=[CH:25][CH:24]=2)[C:4]2[CH:10]=[C:9]([N:11]3[CH2:12][CH2:13][O:14][CH2:15][CH2:16]3)[CH:8]=[C:7]([C:17]([O:19][CH3:20])=[O:18])[C:5]=2[N:6]=1.